This data is from Forward reaction prediction with 1.9M reactions from USPTO patents (1976-2016). The task is: Predict the product of the given reaction. The product is: [C:19]([O:18][C:16](=[O:17])[NH:15][C:13]1[CH:12]=[N:11][N:10]([C:7]([CH3:9])([CH3:8])[CH2:6][S:26]([CH3:25])(=[O:28])=[O:27])[CH:14]=1)([CH3:20])([CH3:21])[CH3:22]. Given the reactants CS(O[CH2:6][C:7]([N:10]1[CH:14]=[C:13]([NH:15][C:16]([O:18][C:19]([CH3:22])([CH3:21])[CH3:20])=[O:17])[CH:12]=[N:11]1)([CH3:9])[CH3:8])(=O)=O.[I-].[Na+].[CH3:25][S:26]([O-:28])=[O:27].[Na+].O, predict the reaction product.